From a dataset of NCI-60 drug combinations with 297,098 pairs across 59 cell lines. Regression. Given two drug SMILES strings and cell line genomic features, predict the synergy score measuring deviation from expected non-interaction effect. (1) Drug 1: C1=CC(=C2C(=C1NCCNCCO)C(=O)C3=C(C=CC(=C3C2=O)O)O)NCCNCCO. Drug 2: C1=NC2=C(N1)C(=S)N=C(N2)N. Cell line: HOP-62. Synergy scores: CSS=54.7, Synergy_ZIP=-5.78, Synergy_Bliss=-7.53, Synergy_Loewe=-3.15, Synergy_HSA=-0.777. (2) Drug 1: C1CC(=O)NC(=O)C1N2CC3=C(C2=O)C=CC=C3N. Drug 2: CC(C)(C#N)C1=CC(=CC(=C1)CN2C=NC=N2)C(C)(C)C#N. Cell line: DU-145. Synergy scores: CSS=4.61, Synergy_ZIP=-2.05, Synergy_Bliss=0.321, Synergy_Loewe=1.35, Synergy_HSA=1.44. (3) Drug 1: C1CC(=O)NC(=O)C1N2C(=O)C3=CC=CC=C3C2=O. Drug 2: CC(C)CN1C=NC2=C1C3=CC=CC=C3N=C2N. Cell line: NCI-H322M. Synergy scores: CSS=-0.248, Synergy_ZIP=-1.94, Synergy_Bliss=-3.99, Synergy_Loewe=-3.48, Synergy_HSA=-3.32. (4) Drug 1: CS(=O)(=O)C1=CC(=C(C=C1)C(=O)NC2=CC(=C(C=C2)Cl)C3=CC=CC=N3)Cl. Drug 2: CC(CN1CC(=O)NC(=O)C1)N2CC(=O)NC(=O)C2. Cell line: IGROV1. Synergy scores: CSS=12.4, Synergy_ZIP=-4.00, Synergy_Bliss=-2.42, Synergy_Loewe=-4.27, Synergy_HSA=-1.94. (5) Drug 1: CC1CCC2CC(C(=CC=CC=CC(CC(C(=O)C(C(C(=CC(C(=O)CC(OC(=O)C3CCCCN3C(=O)C(=O)C1(O2)O)C(C)CC4CCC(C(C4)OC)O)C)C)O)OC)C)C)C)OC. Drug 2: CC=C1C(=O)NC(C(=O)OC2CC(=O)NC(C(=O)NC(CSSCCC=C2)C(=O)N1)C(C)C)C(C)C. Cell line: U251. Synergy scores: CSS=30.2, Synergy_ZIP=1.34, Synergy_Bliss=2.87, Synergy_Loewe=-6.96, Synergy_HSA=2.93. (6) Drug 1: CCC1(CC2CC(C3=C(CCN(C2)C1)C4=CC=CC=C4N3)(C5=C(C=C6C(=C5)C78CCN9C7C(C=CC9)(C(C(C8N6C)(C(=O)OC)O)OC(=O)C)CC)OC)C(=O)OC)O.OS(=O)(=O)O. Drug 2: C1=CC=C(C=C1)NC(=O)CCCCCCC(=O)NO. Cell line: SN12C. Synergy scores: CSS=7.61, Synergy_ZIP=-3.45, Synergy_Bliss=1.55, Synergy_Loewe=-0.780, Synergy_HSA=0.0710. (7) Drug 1: C1=CC(=CC=C1CCC2=CNC3=C2C(=O)NC(=N3)N)C(=O)NC(CCC(=O)O)C(=O)O. Drug 2: CC1=CC2C(CCC3(C2CCC3(C(=O)C)OC(=O)C)C)C4(C1=CC(=O)CC4)C. Cell line: OVCAR-4. Synergy scores: CSS=13.5, Synergy_ZIP=-11.5, Synergy_Bliss=-17.7, Synergy_Loewe=-41.9, Synergy_HSA=-17.4.